From a dataset of NCI-60 drug combinations with 297,098 pairs across 59 cell lines. Regression. Given two drug SMILES strings and cell line genomic features, predict the synergy score measuring deviation from expected non-interaction effect. (1) Drug 1: CCCCCOC(=O)NC1=NC(=O)N(C=C1F)C2C(C(C(O2)C)O)O. Drug 2: C1CCC(C(C1)N)N.C(=O)(C(=O)[O-])[O-].[Pt+4]. Cell line: OVCAR3. Synergy scores: CSS=11.9, Synergy_ZIP=-2.11, Synergy_Bliss=-0.145, Synergy_Loewe=-19.9, Synergy_HSA=-3.78. (2) Drug 1: COC1=NC(=NC2=C1N=CN2C3C(C(C(O3)CO)O)O)N. Drug 2: CC(C)CN1C=NC2=C1C3=CC=CC=C3N=C2N. Cell line: NCI/ADR-RES. Synergy scores: CSS=7.01, Synergy_ZIP=-0.913, Synergy_Bliss=-7.26, Synergy_Loewe=-2.61, Synergy_HSA=-2.53. (3) Drug 1: CC(C1=C(C=CC(=C1Cl)F)Cl)OC2=C(N=CC(=C2)C3=CN(N=C3)C4CCNCC4)N. Drug 2: C1=CC(=CC=C1C#N)C(C2=CC=C(C=C2)C#N)N3C=NC=N3. Cell line: NCI-H226. Synergy scores: CSS=1.14, Synergy_ZIP=-2.22, Synergy_Bliss=-4.28, Synergy_Loewe=-7.41, Synergy_HSA=-4.82. (4) Drug 1: CC(C)NC(=O)C1=CC=C(C=C1)CNNC.Cl. Drug 2: C1CNP(=O)(OC1)N(CCCl)CCCl. Cell line: CAKI-1. Synergy scores: CSS=1.38, Synergy_ZIP=-0.798, Synergy_Bliss=0.468, Synergy_Loewe=-1.56, Synergy_HSA=-0.824. (5) Drug 2: C1CNP(=O)(OC1)N(CCCl)CCCl. Synergy scores: CSS=1.02, Synergy_ZIP=1.05, Synergy_Bliss=1.85, Synergy_Loewe=0.887, Synergy_HSA=-0.201. Cell line: M14. Drug 1: CNC(=O)C1=NC=CC(=C1)OC2=CC=C(C=C2)NC(=O)NC3=CC(=C(C=C3)Cl)C(F)(F)F.